This data is from NCI-60 drug combinations with 297,098 pairs across 59 cell lines. The task is: Regression. Given two drug SMILES strings and cell line genomic features, predict the synergy score measuring deviation from expected non-interaction effect. (1) Drug 1: CC(C1=C(C=CC(=C1Cl)F)Cl)OC2=C(N=CC(=C2)C3=CN(N=C3)C4CCNCC4)N. Drug 2: CC1CCC2CC(C(=CC=CC=CC(CC(C(=O)C(C(C(=CC(C(=O)CC(OC(=O)C3CCCCN3C(=O)C(=O)C1(O2)O)C(C)CC4CCC(C(C4)OC)OCCO)C)C)O)OC)C)C)C)OC. Cell line: 786-0. Synergy scores: CSS=17.8, Synergy_ZIP=4.75, Synergy_Bliss=5.39, Synergy_Loewe=-1.14, Synergy_HSA=5.77. (2) Synergy scores: CSS=54.4, Synergy_ZIP=-2.78, Synergy_Bliss=-8.48, Synergy_Loewe=-14.9, Synergy_HSA=-14.4. Drug 2: B(C(CC(C)C)NC(=O)C(CC1=CC=CC=C1)NC(=O)C2=NC=CN=C2)(O)O. Cell line: RPMI-8226. Drug 1: CCN(CC)CCNC(=O)C1=C(NC(=C1C)C=C2C3=C(C=CC(=C3)F)NC2=O)C. (3) Drug 1: C1CCC(CC1)NC(=O)N(CCCl)N=O. Drug 2: C#CCC(CC1=CN=C2C(=N1)C(=NC(=N2)N)N)C3=CC=C(C=C3)C(=O)NC(CCC(=O)O)C(=O)O. Cell line: IGROV1. Synergy scores: CSS=26.7, Synergy_ZIP=-7.41, Synergy_Bliss=0.372, Synergy_Loewe=0.785, Synergy_HSA=0.428. (4) Drug 1: COC1=NC(=NC2=C1N=CN2C3C(C(C(O3)CO)O)O)N. Drug 2: CC1C(C(CC(O1)OC2CC(CC3=C2C(=C4C(=C3O)C(=O)C5=CC=CC=C5C4=O)O)(C(=O)C)O)N)O. Cell line: NCI/ADR-RES. Synergy scores: CSS=18.7, Synergy_ZIP=-7.74, Synergy_Bliss=-2.80, Synergy_Loewe=-13.2, Synergy_HSA=-2.08.